This data is from Forward reaction prediction with 1.9M reactions from USPTO patents (1976-2016). The task is: Predict the product of the given reaction. (1) Given the reactants [NH2:1][C:2]([NH:4][C:5]1[NH:6][C:7]([C:13]2[CH:18]=[CH:17][C:16]([CH:19]=[CH2:20])=[CH:15][CH:14]=2)=[CH:8][C:9]=1[C:10]([NH2:12])=[O:11])=[O:3], predict the reaction product. The product is: [NH2:1][C:2]([NH:4][C:5]1[NH:6][C:7]([C:13]2[CH:18]=[CH:17][C:16]([CH2:19][CH3:20])=[CH:15][CH:14]=2)=[CH:8][C:9]=1[C:10]([NH2:12])=[O:11])=[O:3]. (2) Given the reactants [C:1]([O:10][CH2:11]Cl)(=[O:9])[CH2:2][CH2:3][CH2:4][CH2:5][CH2:6][CH2:7][CH3:8].C(#N)C.[I-:16].[Na+], predict the reaction product. The product is: [C:1]([O:10][CH2:11][I:16])(=[O:9])[CH2:2][CH2:3][CH2:4][CH2:5][CH2:6][CH2:7][CH3:8]. (3) Given the reactants [O:1]1[CH:6]=[CH:5][CH2:4][CH2:3][CH:2]1[NH2:7].[H][H], predict the reaction product. The product is: [O:1]1[CH:6]=[CH:5][CH2:4][CH2:3][CH:2]1[NH2:7].[O:1]1[CH2:6][CH2:5][CH2:4][CH2:3][CH:2]1[NH2:7]. (4) Given the reactants [F:1][C:2]1[CH:3]=[C:4]([CH:8]=[C:9]([F:21])[C:10]=1[NH:11][CH2:12][C:13]1[CH:18]=[CH:17][C:16]([O:19][CH3:20])=[CH:15][CH:14]=1)[C:5]([OH:7])=O.C(N(C(C)C)C(C)C)C.C1C=CC2N(O)N=NC=2C=1.[CH2:41]([N:43]1[CH2:48][CH2:47][NH:46][CH2:45][CH2:44]1)[CH3:42], predict the reaction product. The product is: [F:21][C:9]1[CH:8]=[C:4]([C:5]([N:46]2[CH2:47][CH2:48][N:43]([CH2:41][CH3:42])[CH2:44][CH2:45]2)=[O:7])[CH:3]=[C:2]([F:1])[C:10]=1[NH:11][CH2:12][C:13]1[CH:18]=[CH:17][C:16]([O:19][CH3:20])=[CH:15][CH:14]=1.